Dataset: Full USPTO retrosynthesis dataset with 1.9M reactions from patents (1976-2016). Task: Predict the reactants needed to synthesize the given product. The reactants are: [Cl:1][C:2]1[CH:3]=[CH:4][C:5]([NH:12][C:13]2[CH:14]=[C:15]3[C:19](=[CH:20][CH:21]=2)[N:18]([C:22]2[CH:27]=[CH:26][C:25]([Cl:28])=[CH:24][CH:23]=2)[CH:17]=[CH:16]3)=[C:6]([CH:11]=1)[C:7]([O:9]C)=[O:8].[OH-].[Na+].O.Cl. Given the product [Cl:1][C:2]1[CH:3]=[CH:4][C:5]([NH:12][C:13]2[CH:14]=[C:15]3[C:19](=[CH:20][CH:21]=2)[N:18]([C:22]2[CH:27]=[CH:26][C:25]([Cl:28])=[CH:24][CH:23]=2)[CH:17]=[CH:16]3)=[C:6]([CH:11]=1)[C:7]([OH:9])=[O:8], predict the reactants needed to synthesize it.